Dataset: Full USPTO retrosynthesis dataset with 1.9M reactions from patents (1976-2016). Task: Predict the reactants needed to synthesize the given product. (1) Given the product [CH3:11][C:9]1[N:10]=[C:6]([N:5]2[C:3](=[O:4])[NH:1][N:2]=[CH:17]2)[S:7][C:8]=1[C:12]([O:14][CH2:15][CH3:16])=[O:13], predict the reactants needed to synthesize it. The reactants are: [NH:1]([C:3]([NH:5][C:6]1[S:7][C:8]([C:12]([O:14][CH2:15][CH3:16])=[O:13])=[C:9]([CH3:11])[N:10]=1)=[O:4])[NH2:2].[CH:17](OC)(OC)OC.O.C1(C)C=CC(S(O)(=O)=O)=CC=1. (2) Given the product [F:17][C@H:15]1[CH2:16][C@H:14]1[C:12](=[O:11])[CH2:1][C:2]#[N:3], predict the reactants needed to synthesize it. The reactants are: [CH3:1][C:2]#[N:3].C([Li])CCC.C([O:11][C:12]([C@@H:14]1[CH2:16][C@@H:15]1[F:17])=O)C. (3) Given the product [NH2:14][C:15]1[O:19][N:18]=[C:17]([C:20]([CH3:28])([CH3:27])[CH2:21][N:22]([CH3:23])[C:24](=[O:26])[CH3:25])[CH:16]=1, predict the reactants needed to synthesize it. The reactants are: FC(F)(F)C(O)=O.C(OC(=O)[NH:14][C:15]1[O:19][N:18]=[C:17]([C:20]([CH3:28])([CH3:27])[CH2:21][N:22]([C:24](=[O:26])[CH3:25])[CH3:23])[CH:16]=1)(C)(C)C. (4) Given the product [CH3:45][O:44][C:42](=[O:43])[CH2:41][NH:40][C:39]([C:16]1[NH:15][C:19]2[CH:20]=[CH:21][C:22]([C:24]3[CH:29]=[CH:28][CH:27]=[C:26]([O:30][CH2:31][C:32]4[CH:37]=[CH:36][CH:35]=[C:34]([Cl:38])[CH:33]=4)[CH:25]=3)=[CH:23][C:18]=2[N:17]=1)=[O:46], predict the reactants needed to synthesize it. The reactants are: C(O)(C(F)(F)F)=O.C(OC([N:15]1[C:19]2[CH:20]=[CH:21][C:22]([C:24]3[CH:29]=[CH:28][CH:27]=[C:26]([O:30][CH2:31][C:32]4[CH:37]=[CH:36][CH:35]=[C:34]([Cl:38])[CH:33]=4)[CH:25]=3)=[CH:23][C:18]=2[N:17]=[C:16]1[C:39](=[O:46])[NH:40][CH2:41][C:42]([O:44][CH3:45])=[O:43])=O)(C)(C)C.C(OC(N1C2C=C(C3C=CC=C(OCC4C=CC=C(Cl)C=4)C=3)C=CC=2N=C1C(=O)NCC(OC)=O)=O)(C)(C)C.C([O-])(O)=O.[Na+]. (5) Given the product [CH2:3]([O:5][C:6]([C:8]1([N:17]([CH3:30])[C:18]([C:20]2[C:29]3[CH2:28][CH2:27][CH2:26][CH2:25][C:24]=3[CH:23]=[CH:22][CH:21]=2)=[O:19])[CH2:16][C:15]2[C:10](=[CH:11][CH:12]=[CH:13][CH:14]=2)[CH2:9]1)=[O:7])[CH3:4], predict the reactants needed to synthesize it. The reactants are: [H-].[Na+].[CH2:3]([O:5][C:6]([C:8]1([NH:17][C:18]([C:20]2[C:29]3[CH2:28][CH2:27][CH2:26][CH2:25][C:24]=3[CH:23]=[CH:22][CH:21]=2)=[O:19])[CH2:16][C:15]2[C:10](=[CH:11][CH:12]=[CH:13][CH:14]=2)[CH2:9]1)=[O:7])[CH3:4].[CH3:30]I. (6) Given the product [C:1]([O:5][C:6]([N:8]1[CH2:14][CH2:13][CH2:12][N:11]([C:15]2[CH:20]=[CH:19][C:18]([C:21]([F:24])([F:22])[F:23])=[CH:17][C:16]=2[NH:25][C:36]([C:26]2[C:35]3[C:30](=[CH:31][CH:32]=[CH:33][CH:34]=3)[CH:29]=[CH:28][CH:27]=2)=[O:37])[CH2:10][CH2:9]1)=[O:7])([CH3:4])([CH3:2])[CH3:3], predict the reactants needed to synthesize it. The reactants are: [C:1]([O:5][C:6]([N:8]1[CH2:14][CH2:13][CH2:12][N:11]([C:15]2[CH:20]=[CH:19][C:18]([C:21]([F:24])([F:23])[F:22])=[CH:17][C:16]=2[NH2:25])[CH2:10][CH2:9]1)=[O:7])([CH3:4])([CH3:3])[CH3:2].[C:26]1([C:36](Cl)=[O:37])[C:35]2[C:30](=[CH:31][CH:32]=[CH:33][CH:34]=2)[CH:29]=[CH:28][CH:27]=1. (7) Given the product [F:18][C:8]1[C:7](/[CH:29]=[CH:28]/[C:30]2[CH:35]=[CH:34][N:33]=[CH:32][CH:31]=2)=[CH:14][C:13]([CH2:15][CH2:16][CH3:17])=[CH:12][C:9]=1[C:10]#[N:11], predict the reactants needed to synthesize it. The reactants are: CN(C)C=O.Br[C:7]1[C:8]([F:18])=[C:9]([CH:12]=[C:13]([CH2:15][CH2:16][CH3:17])[CH:14]=1)[C:10]#[N:11].C(N(C(C)C)CC)(C)C.[CH:28]([C:30]1[CH:35]=[CH:34][N:33]=[CH:32][CH:31]=1)=[CH2:29].